Dataset: Forward reaction prediction with 1.9M reactions from USPTO patents (1976-2016). Task: Predict the product of the given reaction. (1) Given the reactants C([N:8]1[CH2:12][CH2:11][CH:10]([N:13]2[C:21](=[O:22])[C:20]3[C:15](=[CH:16][CH:17]=[CH:18][CH:19]=3)[C:14]2=[O:23])[CH2:9]1)C1C=CC=CC=1.Cl[C:25]([O:27][CH2:28][C:29]1[CH:34]=[CH:33][CH:32]=[CH:31][CH:30]=1)=[O:26], predict the reaction product. The product is: [O:22]=[C:21]1[C:20]2[C:15](=[CH:16][CH:17]=[CH:18][CH:19]=2)[C:14](=[O:23])[N:13]1[CH:10]1[CH2:11][CH2:12][N:8]([C:25]([O:27][CH2:28][C:29]2[CH:34]=[CH:33][CH:32]=[CH:31][CH:30]=2)=[O:26])[CH2:9]1. (2) Given the reactants C[O:2][C:3](=[O:21])[CH2:4][CH2:5][C:6]1[CH:11]=[CH:10][C:9]([O:12][C:13]2[CH:18]=[CH:17][CH:16]=[C:15](Br)[CH:14]=2)=[CH:8][C:7]=1[CH3:20].[CH2:22]([C:29]1[CH:34]=[C:33]([Cl:35])[CH:32]=[CH:31][C:30]=1[OH:36])[C:23]1[CH:28]=[CH:27][CH:26]=[CH:25][CH:24]=1.CC(C)(C(=O)CC(=O)C(C)(C)C)C.C(=O)([O-])[O-].[Cs+].[Cs+].[OH-].[Na+], predict the reaction product. The product is: [CH2:22]([C:29]1[CH:34]=[C:33]([Cl:35])[CH:32]=[CH:31][C:30]=1[O:36][C:15]1[CH:14]=[C:13]([CH:18]=[CH:17][CH:16]=1)[O:12][C:9]1[CH:10]=[CH:11][C:6]([CH2:5][CH2:4][C:3]([OH:2])=[O:21])=[C:7]([CH3:20])[CH:8]=1)[C:23]1[CH:24]=[CH:25][CH:26]=[CH:27][CH:28]=1. (3) Given the reactants [C:1]([CH2:3][C:4]([NH2:6])=[S:5])#[N:2].O=[C:8]([CH2:14][C:15](=O)[CH3:16])[C:9]([O:11][CH2:12][CH3:13])=[O:10].C(N(CC)CC)C, predict the reaction product. The product is: [CH2:12]([O:11][C:9](=[O:10])[C:8]1[CH:14]=[C:15]([CH3:16])[N:6]=[C:4]([SH:5])[C:3]=1[C:1]#[N:2])[CH3:13]. (4) Given the reactants COC1OCC([CH2:9][O:10][C:11]2[CH:16]=[CH:15][N:14]=[C:13]([CH2:17][S:18]([C:20]3[NH:24][C:23]4[CH:25]=[CH:26][CH:27]=[CH:28][C:22]=4[N:21]=3)=[O:19])[C:12]=2[CH3:29])CO1.[Na:30].COC1OCC(COC2C=CN=C(CS(C3NC4C=CC=CC=4N=3)=O)C=2C)CO1.[CH3:60][C:61]1(CO)[O:66][CH2:65][CH2:64][CH2:63][O:62]1, predict the reaction product. The product is: [Na:30].[CH3:29][C:12]1[C:13]([CH2:17][S:18]([C:20]2[NH:21][C:22]3[CH:28]=[CH:27][CH:26]=[CH:25][C:23]=3[N:24]=2)=[O:19])=[N:14][CH:15]=[CH:16][C:11]=1[O:10][CH2:9][C:61]1([CH3:60])[O:66][CH2:65][CH2:64][CH2:63][O:62]1.